Regression/Classification. Given a drug SMILES string, predict its absorption, distribution, metabolism, or excretion properties. Task type varies by dataset: regression for continuous measurements (e.g., permeability, clearance, half-life) or binary classification for categorical outcomes (e.g., BBB penetration, CYP inhibition). Dataset: cyp2d6_veith. From a dataset of CYP2D6 inhibition data for predicting drug metabolism from PubChem BioAssay. (1) The drug is O=[N+]([O-])c1cc(F)c(N2CCOCC2)cc1N1CCCCC1. The result is 1 (inhibitor). (2) The compound is COC(=O)CC1C(=O)NCCN1C(=O)Nc1ccc(Cl)cc1. The result is 0 (non-inhibitor). (3) The molecule is CCCn1c(=O)c2[nH]c(-c3ccc(S(=O)(=O)O)cc3)nc2n(CCC)c1=O. The result is 0 (non-inhibitor). (4) The drug is CCNc1ncc2ncc(=O)n(CCOC)c2n1. The result is 0 (non-inhibitor). (5) The compound is CN(C)Cc1nsc(N(C)C)n1. The result is 0 (non-inhibitor). (6) The result is 0 (non-inhibitor). The compound is Cc1cccc(C)c1OC1(c2ccccc2)OC(=O)c2ccccc21. (7) The molecule is COc1ccccc1CNc1ncncc1-c1cccc(C#N)c1. The result is 1 (inhibitor). (8) The drug is O=C(N/N=C/c1ccc(Cl)cc1Cl)Nc1ccccc1. The result is 0 (non-inhibitor). (9) The compound is C[C@]1(C2CCCC2)Cc2cc(OCC(=O)O)c(Cl)c(Cl)c2C1=O. The result is 0 (non-inhibitor). (10) The drug is COc1cccc(CNCCc2c[nH]c3ccccc23)c1OCc1ccccc1F.Cl. The result is 1 (inhibitor).